Dataset: Full USPTO retrosynthesis dataset with 1.9M reactions from patents (1976-2016). Task: Predict the reactants needed to synthesize the given product. Given the product [Br:23][CH2:24][CH2:25][CH2:26][CH2:27][C:28]([NH:1][CH:2]1[CH2:8][O:7][CH2:6][CH2:5][N:4]([C:9]([O:11][C:12]([CH3:15])([CH3:14])[CH3:13])=[O:10])[CH2:3]1)=[O:29], predict the reactants needed to synthesize it. The reactants are: [NH2:1][CH:2]1[CH2:8][O:7][CH2:6][CH2:5][N:4]([C:9]([O:11][C:12]([CH3:15])([CH3:14])[CH3:13])=[O:10])[CH2:3]1.CCN(CC)CC.[Br:23][CH2:24][CH2:25][CH2:26][CH2:27][C:28](Cl)=[O:29].